The task is: Predict the reaction yield, written as a fraction of the theoretical maximum amount of product (1.0 means a 100% yield; for example, 0.34 means a 34% yield).. This data is from Reaction yield outcomes from USPTO patents with 853,638 reactions. The reactants are [Cl-].O[NH3+:3].[C:4](=[O:7])([O-])[OH:5].[Na+].CS(C)=O.[Si]([O:20][C:21]1[CH:61]=[CH:60][C:24]([O:25][C@H:26]2[CH2:31][CH2:30][C@H:29]([N:32]3[C:37](=[O:38])[C:36]([CH2:39][C:40]4[CH:45]=[CH:44][C:43]([C:46]5[C:47]([C:52]#[N:53])=[CH:48][CH:49]=[CH:50][CH:51]=5)=[CH:42][CH:41]=4)=[C:35]([CH2:54][CH2:55][CH3:56])[N:34]4[N:57]=[CH:58][N:59]=[C:33]34)[CH2:28][CH2:27]2)=[CH:23][CH:22]=1)(C(C)(C)C)(C)C. The catalyst is O.C(OCC)(=O)C. The product is [OH:20][C:21]1[CH:22]=[CH:23][C:24]([O:25][C@H:26]2[CH2:27][CH2:28][C@H:29]([N:32]3[C:37](=[O:38])[C:36]([CH2:39][C:40]4[CH:41]=[CH:42][C:43]([C:46]5[CH:51]=[CH:50][CH:49]=[CH:48][C:47]=5[C:52]5[NH:53][C:4](=[O:7])[O:5][N:3]=5)=[CH:44][CH:45]=4)=[C:35]([CH2:54][CH2:55][CH3:56])[N:34]4[N:57]=[CH:58][N:59]=[C:33]34)[CH2:30][CH2:31]2)=[CH:60][CH:61]=1. The yield is 0.140.